From a dataset of Peptide-MHC class II binding affinity with 134,281 pairs from IEDB. Regression. Given a peptide amino acid sequence and an MHC pseudo amino acid sequence, predict their binding affinity value. This is MHC class II binding data. The peptide sequence is DTRLMRLEDEMKEGR. The MHC is DRB1_0101 with pseudo-sequence DRB1_0101. The binding affinity (normalized) is 0.0515.